This data is from Forward reaction prediction with 1.9M reactions from USPTO patents (1976-2016). The task is: Predict the product of the given reaction. (1) The product is: [Br:15][CH2:50][C:49]([C:9]1[CH:8]=[CH:7][C:6]([OH:14])=[C:5]([C:1]([CH3:2])([CH3:3])[CH3:4])[CH:10]=1)=[O:48]. Given the reactants [C:1]([C:5]1[CH:10]=[CH:9][C:8](C(=O)C)=[CH:7][C:6]=1[OH:14])([CH3:4])([CH3:3])[CH3:2].[Br-:15].[Br-].[Br-].C[N+](C)(C)C1C=CC=CC=1.C[N+](C1C=CC=CC=1)(C)C.C[N+](C1C=CC=CC=1)(C)C.[O:48]1CC[CH2:50][CH2:49]1.CO, predict the reaction product. (2) Given the reactants C[O-].[Na+].[CH:4]([C:6]1[CH:11]=[CH:10][C:9]([NH:12][C:13](=[O:19])[O:14][C:15]([CH3:18])([CH3:17])[CH3:16])=[CH:8][CH:7]=1)=O.[CH3:20][O:21][C:22](=[O:27])[CH2:23][N:24]=[N+:25]=[N-:26], predict the reaction product. The product is: [N:24](/[C:23](=[CH:4]/[C:6]1[CH:11]=[CH:10][C:9]([NH:12][C:13]([O:14][C:15]([CH3:18])([CH3:17])[CH3:16])=[O:19])=[CH:8][CH:7]=1)/[C:22]([O:21][CH3:20])=[O:27])=[N+:25]=[N-:26]. (3) The product is: [F:15][C:16]([F:25])([F:26])[C:17]1[CH:18]=[C:19]([CH:20]=[CH:21][CH:22]=1)[CH2:23][NH:24][C:12]([C:10]1[S:11][C:7]([C:4]2[CH:3]=[CH:2][N:1]=[CH:6][CH:5]=2)=[CH:8][CH:9]=1)=[O:14]. Given the reactants [N:1]1[CH:6]=[CH:5][C:4]([C:7]2[S:11][C:10]([C:12]([OH:14])=O)=[CH:9][CH:8]=2)=[CH:3][CH:2]=1.[F:15][C:16]([F:26])([F:25])[C:17]1[CH:18]=[C:19]([CH2:23][NH2:24])[CH:20]=[CH:21][CH:22]=1, predict the reaction product. (4) Given the reactants [CH3:1][C:2]([N+:10]([O-:12])=[O:11])([CH3:9])[CH2:3][CH2:4][C:5](OC)=[O:6].[Cl-].[Li+].[BH4-].[Li+].Cl, predict the reaction product. The product is: [CH3:1][C:2]([N+:10]([O-:12])=[O:11])([CH3:9])[CH2:3][CH2:4][CH2:5][OH:6]. (5) Given the reactants [CH2:1]([O:8][C:9]1[C:10]([C:24]([O:26][CH3:27])=[O:25])=[CH:11][C:12](Br)=[C:13]([C:15]2[CH:20]=[CH:19][C:18]([F:21])=[CH:17][C:16]=2[F:22])[CH:14]=1)[C:2]1[CH:7]=[CH:6][CH:5]=[CH:4][CH:3]=1.[CH:28]1(B(O)O)[CH2:30][CH2:29]1.C1(P(C2CCCCC2)C2C=CC=CC=2C2C(OC)=CC=CC=2OC)CCCCC1.C(=O)([O-])[O-].[Na+].[Na+], predict the reaction product. The product is: [CH2:1]([O:8][C:9]1[C:10]([C:24]([O:26][CH3:27])=[O:25])=[CH:11][C:12]([CH:28]2[CH2:30][CH2:29]2)=[C:13]([C:15]2[CH:20]=[CH:19][C:18]([F:21])=[CH:17][C:16]=2[F:22])[CH:14]=1)[C:2]1[CH:7]=[CH:6][CH:5]=[CH:4][CH:3]=1. (6) Given the reactants [CH3:1][O:2][C:3]1[CH:8]=[N:7][N:6](COC)[C:5](=[O:12])[C:4]=1[C:13]1[CH:18]=[CH:17][C:16]([O:19][CH2:20][CH2:21][CH2:22][N:23]2[CH2:27][CH2:26][CH2:25][C@H:24]2[CH3:28])=[CH:15][CH:14]=1.Cl.[OH-].[Na+], predict the reaction product. The product is: [CH3:1][O:2][C:3]1[CH:8]=[N:7][NH:6][C:5](=[O:12])[C:4]=1[C:13]1[CH:14]=[CH:15][C:16]([O:19][CH2:20][CH2:21][CH2:22][N:23]2[CH2:27][CH2:26][CH2:25][C@H:24]2[CH3:28])=[CH:17][CH:18]=1. (7) Given the reactants [OH:1][CH:2]([C:14]1[CH:19]=[CH:18][CH:17]=[CH:16][CH:15]=1)[CH2:3][N:4]1[C:8]2[N:9]=[CH:10][NH:11][C:12](=O)[C:7]=2[CH:6]=[N:5]1.C1C(=O)N([Br:27])C(=O)C1.CN(C)P(N(C)C)N(C)C.[Li+].[Br-], predict the reaction product. The product is: [Br:27][C:12]1[N:11]=[CH:10][N:9]=[C:8]2[N:4]([CH2:3][CH:2]([C:14]3[CH:19]=[CH:18][CH:17]=[CH:16][CH:15]=3)[OH:1])[N:5]=[CH:6][C:7]=12.